From a dataset of Reaction yield outcomes from USPTO patents with 853,638 reactions. Predict the reaction yield, written as a fraction of the theoretical maximum amount of product (1.0 means a 100% yield; for example, 0.34 means a 34% yield). The reactants are [F:1][C:2]1[C:11]([N+:12]([O-])=O)=[CH:10][CH:9]=[C:8]([F:15])[C:3]=1[C:4]([O:6][CH3:7])=[O:5]. The catalyst is CO.[Pd]. The product is [NH2:12][C:11]1[C:2]([F:1])=[C:3]([C:8]([F:15])=[CH:9][CH:10]=1)[C:4]([O:6][CH3:7])=[O:5]. The yield is 0.930.